From a dataset of Catalyst prediction with 721,799 reactions and 888 catalyst types from USPTO. Predict which catalyst facilitates the given reaction. (1) Reactant: [F:1][C:2]([F:26])([F:25])[C@H:3]([N:12]1[CH2:16][CH2:15][C@H:14]([NH:17][C:18](=[O:24])[O:19][C:20]([CH3:23])([CH3:22])[CH3:21])[CH2:13]1)[C:4]1[CH:5]=[N:6][C:7]([NH:10][NH2:11])=[CH:8][CH:9]=1.[F:27][C:28]1[CH:29]=[C:30]2[C:35](=[C:36]([O:38][CH2:39][CH2:40][CH2:41][O:42][CH3:43])[CH:37]=1)[N:34]=[C:33]([CH:44]=O)[CH:32]=[CH:31]2.C(O)C.C(O)(=O)C.C(O)(=O)C.I(C1C=CC=CC=1)=O.C(=O)(O)[O-].[Na+]. Product: [F:26][C:2]([F:25])([F:1])[C@H:3]([N:12]1[CH2:16][CH2:15][C@H:14]([NH:17][C:18](=[O:24])[O:19][C:20]([CH3:22])([CH3:23])[CH3:21])[CH2:13]1)[C:4]1[CH:9]=[CH:8][C:7]2[N:6]([C:44]([C:33]3[CH:32]=[CH:31][C:30]4[C:35](=[C:36]([O:38][CH2:39][CH2:40][CH2:41][O:42][CH3:43])[CH:37]=[C:28]([F:27])[CH:29]=4)[N:34]=3)=[N:11][N:10]=2)[CH:5]=1. The catalyst class is: 13. (2) Reactant: [CH3:1][O:2][C:3]1[C:4]([O:15][CH2:16][CH2:17][Cl:18])=[CH:5][C:6]([N+:12]([O-])=O)=[C:7]([CH:11]=1)[C:8]([OH:10])=[O:9].[H][H]. Product: [CH3:1][O:2][C:3]1[CH:11]=[C:7]([C:8]([OH:10])=[O:9])[C:6]([NH2:12])=[CH:5][C:4]=1[O:15][CH2:16][CH2:17][Cl:18]. The catalyst class is: 43. (3) Reactant: C([O:3][C:4]([C:6]1[N:7]=[C:8]([CH:11]2[CH2:16][CH2:15][N:14]([C:17](=[O:29])[CH2:18][N:19]3[C:23]([CH3:24])=[CH:22][C:21]([C:25]([F:28])([F:27])[F:26])=[N:20]3)[CH2:13][CH2:12]2)[S:9][CH:10]=1)=[O:5])C.[OH-].[Na+].Cl. Product: [CH3:24][C:23]1[N:19]([CH2:18][C:17]([N:14]2[CH2:15][CH2:16][CH:11]([C:8]3[S:9][CH:10]=[C:6]([C:4]([OH:5])=[O:3])[N:7]=3)[CH2:12][CH2:13]2)=[O:29])[N:20]=[C:21]([C:25]([F:28])([F:26])[F:27])[CH:22]=1. The catalyst class is: 1. (4) Reactant: CCN(C(C)C)C(C)C.[NH2:10][C:11]1[C:12]([F:23])=[C:13]([CH2:20][CH2:21][OH:22])[C:14]([N+:17]([O-:19])=[O:18])=[CH:15][CH:16]=1.[C:24](Cl)(=[O:26])[CH3:25]. Product: [C:24]([O:22][CH2:21][CH2:20][C:13]1[C:14]([N+:17]([O-:19])=[O:18])=[CH:15][CH:16]=[C:11]([NH2:10])[C:12]=1[F:23])(=[O:26])[CH3:25]. The catalyst class is: 1. (5) Reactant: C([O:4][CH2:5][C:6]1[N:10]([CH:11]2[CH2:16][CH2:15][O:14][CH2:13][CH2:12]2)[C:9]2[CH:17]=[CH:18][C:19]([C:21]3[S:22][C:23]4[CH:29]=[CH:28][CH:27]=[CH:26][C:24]=4[N:25]=3)=[CH:20][C:8]=2[N:7]=1)(=O)C.[OH-].[Li+].Cl. Product: [S:22]1[C:23]2[CH:29]=[CH:28][CH:27]=[CH:26][C:24]=2[N:25]=[C:21]1[C:19]1[CH:18]=[CH:17][C:9]2[N:10]([CH:11]3[CH2:12][CH2:13][O:14][CH2:15][CH2:16]3)[C:6]([CH2:5][OH:4])=[N:7][C:8]=2[CH:20]=1. The catalyst class is: 5. (6) Reactant: [NH:1]1[CH:5]=[CH:4][C:3]([C:6]2[CH:7]=[N:8][CH:9]=[CH:10][CH:11]=2)=[N:2]1.[C:12]([C@H:16]1[CH2:20]OS(=O)(=O)[O:17]1)([CH3:15])([CH3:14])[CH3:13].C(Cl)(=O)C.C(=O)(O)[O-].[Na+]. Product: [CH3:13][C:12]([CH3:15])([CH3:14])[C@H:16]([OH:17])[CH2:20][N:1]1[CH:5]=[CH:4][C:3]([C:6]2[CH:7]=[N:8][CH:9]=[CH:10][CH:11]=2)=[N:2]1. The catalyst class is: 382. (7) Reactant: [I:1][C:2]1[CH:3]=[C:4]2[C:9](=[CH:10][CH:11]=1)[NH:8][CH:7]=[N:6][C:5]2=[O:12].[H-].[Na+].Cl[CH2:16][C:17]1[CH:22]=[CH:21][C:20]([O:23][CH3:24])=[CH:19][CH:18]=1.O. Product: [I:1][C:2]1[CH:3]=[C:4]2[C:9](=[CH:10][CH:11]=1)[N:8]=[CH:7][N:6]([CH2:16][C:17]1[CH:22]=[CH:21][C:20]([O:23][CH3:24])=[CH:19][CH:18]=1)[C:5]2=[O:12]. The catalyst class is: 1. (8) Reactant: [CH:1]1[C:10]2[C:5](=[CH:6][CH:7]=[CH:8][CH:9]=2)[C:4]([NH:11][C:12](=[O:20])OC2C=CC=CC=2)=[CH:3][N:2]=1.[CH3:21][CH:22]1[CH2:27][CH2:26][N:25]([C:28]2[C:33]([CH2:34][NH2:35])=[CH:32][CH:31]=[C:30]([C:36]([F:39])([F:38])[F:37])[N:29]=2)[CH2:24][CH2:23]1.C(N(CC)CC)C. Product: [CH:1]1[C:10]2[C:5](=[CH:6][CH:7]=[CH:8][CH:9]=2)[C:4]([NH:11][C:12]([NH:35][CH2:34][C:33]2[C:28]([N:25]3[CH2:26][CH2:27][CH:22]([CH3:21])[CH2:23][CH2:24]3)=[N:29][C:30]([C:36]([F:39])([F:37])[F:38])=[CH:31][CH:32]=2)=[O:20])=[CH:3][N:2]=1. The catalyst class is: 58. (9) Product: [NH2:4][C:5]1[N:14]=[C:13]2[C:8]([C:9](=[O:28])[CH:10]=[C:11]([NH:21][C:22]3[CH:23]=[CH:24][CH:25]=[CH:26][CH:27]=3)[N:12]2[C:15]2[CH:20]=[CH:19][CH:18]=[CH:17][CH:16]=2)=[C:7]([CH3:29])[CH:6]=1. The catalyst class is: 579. Reactant: C([NH:4][C:5]1[N:14]=[C:13]2[C:8]([C:9](=[O:28])[CH:10]=[C:11]([NH:21][C:22]3[CH:27]=[CH:26][CH:25]=[CH:24][CH:23]=3)[N:12]2[C:15]2[CH:20]=[CH:19][CH:18]=[CH:17][CH:16]=2)=[C:7]([CH3:29])[CH:6]=1)C=C.CS(O)(=O)=O.